This data is from Catalyst prediction with 721,799 reactions and 888 catalyst types from USPTO. The task is: Predict which catalyst facilitates the given reaction. (1) Reactant: [Li]CCCC.C[Si]([NH:10][Si](C)(C)C)(C)C.[F:15][C:16]1[CH:23]=[CH:22][CH:21]=[C:20]([F:24])[C:17]=1[C:18]#[N:19].Cl. Product: [F:15][C:16]1[CH:23]=[CH:22][CH:21]=[C:20]([F:24])[C:17]=1[C:18](=[NH:10])[NH2:19]. The catalyst class is: 1. (2) Reactant: [CH3:1][N:2]([CH3:32])[C:3]1[N:12]=[C:11]([NH:13][CH2:14][C:15]2[CH:20]=[CH:19][C:18]([NH:21][C:22](=[O:30])[C:23]3[CH:28]=[CH:27][C:26]([F:29])=[CH:25][CH:24]=3)=[CH:17][CH:16]=2)[C:10]2[C:5](=[CH:6][C:7](I)=[CH:8][CH:9]=2)[N:4]=1.[CH:33](/B(O)O)=[CH:34]/[CH3:35].C([O-])(O)=O.[Na+]. Product: [CH3:1][N:2]([CH3:32])[C:3]1[N:12]=[C:11]([NH:13][CH2:14][C:15]2[CH:20]=[CH:19][C:18]([NH:21][C:22](=[O:30])[C:23]3[CH:28]=[CH:27][C:26]([F:29])=[CH:25][CH:24]=3)=[CH:17][CH:16]=2)[C:10]2[C:5](=[CH:6][C:7](/[CH:33]=[CH:34]\[CH3:35])=[CH:8][CH:9]=2)[N:4]=1. The catalyst class is: 276.